This data is from Reaction yield outcomes from USPTO patents with 853,638 reactions. The task is: Predict the reaction yield, written as a fraction of the theoretical maximum amount of product (1.0 means a 100% yield; for example, 0.34 means a 34% yield). (1) The reactants are C[O:2][C:3](=[O:47])[CH2:4][C@H:5]([OH:46])[CH2:6][C@H:7]([OH:45])[CH:8]=[CH:9][C:10]1[N:11]([CH:42]([CH3:44])[CH3:43])[C:12]([C:29](=[O:41])[NH:30][C@@H:31]([C:33]2[CH:38]=[CH:37][C:36]([O:39][CH3:40])=[CH:35][CH:34]=2)[CH3:32])=[C:13]([C:22]2[CH:27]=[CH:26][C:25]([F:28])=[CH:24][CH:23]=2)[C:14]=1[C:15]1[CH:20]=[CH:19][C:18]([F:21])=[CH:17][CH:16]=1.C(O)C.O.[OH-].[Na+:53]. The catalyst is CO.C(Cl)Cl. The product is [Na+:53].[F:21][C:18]1[CH:19]=[CH:20][C:15]([C:14]2[C:13]([C:22]3[CH:27]=[CH:26][C:25]([F:28])=[CH:24][CH:23]=3)=[C:12]([C:29](=[O:41])[NH:30][C@@H:31]([C:33]3[CH:38]=[CH:37][C:36]([O:39][CH3:40])=[CH:35][CH:34]=3)[CH3:32])[N:11]([CH:42]([CH3:44])[CH3:43])[C:10]=2[CH:9]=[CH:8][C@@H:7]([OH:45])[CH2:6][C@@H:5]([OH:46])[CH2:4][C:3]([O-:47])=[O:2])=[CH:16][CH:17]=1. The yield is 1.00. (2) The reactants are [CH3:1][C:2]([C:6]1[N:7]=[C:8]([C:11]2[CH:16]=[CH:15][CH:14]=[CH:13][CH:12]=2)[O:9][CH:10]=1)([CH3:5])[CH2:3][NH2:4].[F:17][C:18]([F:34])([F:33])[C:19]1[O:23][N:22]=[C:21]([C:24]2[CH:25]=[C:26]([CH:30]=[CH:31][CH:32]=2)[C:27](O)=[O:28])[N:20]=1. No catalyst specified. The product is [CH3:5][C:2]([C:6]1[N:7]=[C:8]([C:11]2[CH:16]=[CH:15][CH:14]=[CH:13][CH:12]=2)[O:9][CH:10]=1)([CH3:1])[CH2:3][NH:4][C:27](=[O:28])[C:26]1[CH:30]=[CH:31][CH:32]=[C:24]([C:21]2[N:20]=[C:19]([C:18]([F:34])([F:33])[F:17])[O:23][N:22]=2)[CH:25]=1. The yield is 0.440. (3) The reactants are O.[C:2]1(C)C=CC(S(O)(=O)=O)=C[CH:3]=1.[I-].C[N+](C)(C)CCCC1NC=C(CCC)C=1.C([C:31]1[NH:35][C:34]([CH2:36][CH2:37][C:38]([OH:40])=[O:39])=[CH:33][C:32]=1[CH2:41][CH2:42][CH3:43])=O. The catalyst is C(O)C. The product is [CH2:41]([C:32]1[CH:33]=[C:34]([CH2:36][CH2:37][C:38]([O:40][CH2:2][CH3:3])=[O:39])[NH:35][CH:31]=1)[CH2:42][CH3:43]. The yield is 0.830. (4) The reactants are [Cl:1][C:2]1[CH:10]=[C:6]([C:7]([OH:9])=O)[C:5]([OH:11])=[CH:4][CH:3]=1.[NH2:12][C:13]1[S:14][CH:15]=[C:16]([C:18]2[CH:23]=[CH:22][C:21]([Cl:24])=[C:20]([Cl:25])[CH:19]=2)[N:17]=1. No catalyst specified. The product is [Cl:1][C:2]1[CH:3]=[CH:4][C:5]([OH:11])=[C:6]([CH:10]=1)[C:7]([NH:12][C:13]1[S:14][CH:15]=[C:16]([C:18]2[CH:23]=[CH:22][C:21]([Cl:24])=[C:20]([Cl:25])[CH:19]=2)[N:17]=1)=[O:9]. The yield is 0.151. (5) The catalyst is C(Cl)Cl. The product is [Cl:18][CH2:19][C:20]([NH:4][C:3]1[CH:5]=[C:6]([N+:9]([O-:11])=[O:10])[CH:7]=[CH:8][C:2]=1[CH3:1])=[O:21]. The yield is 0.720. The reactants are [CH3:1][C:2]1[CH:8]=[CH:7][C:6]([N+:9]([O-:11])=[O:10])=[CH:5][C:3]=1[NH2:4].N1C=CC=CC=1.[Cl:18][CH2:19][C:20](Cl)=[O:21]. (6) The reactants are [C:1]([C:5]1[NH:6][C:7]2[C:12]([CH:13]=1)=[CH:11][CH:10]=[C:9]([N+:14]([O-])=O)[CH:8]=2)([CH3:4])([CH3:3])[CH3:2].[H][H]. The catalyst is CO.[Ni]. The product is [C:1]([C:5]1[NH:6][C:7]2[C:12]([CH:13]=1)=[CH:11][CH:10]=[C:9]([NH2:14])[CH:8]=2)([CH3:4])([CH3:2])[CH3:3]. The yield is 0.890. (7) No catalyst specified. The yield is 0.480. The reactants are Cl[CH2:2][C:3]1[C:4]([S:9][CH2:10][CH2:11][CH3:12])=[N:5][CH:6]=[CH:7][CH:8]=1.C[O:14][C:15]([CH:17]1[CH2:19][CH:18]1[C:20]1[CH:25]=[CH:24][C:23]([OH:26])=[C:22]([F:27])[CH:21]=1)=[O:16]. The product is [F:27][C:22]1[CH:21]=[C:20]([CH:18]2[CH2:19][CH:17]2[C:15]([OH:16])=[O:14])[CH:25]=[CH:24][C:23]=1[O:26][CH2:2][C:3]1[C:4]([S:9][CH2:10][CH2:11][CH3:12])=[N:5][CH:6]=[CH:7][CH:8]=1. (8) The reactants are Cl[S:2]([C:5]1[CH:14]=[CH:13][C:12]2[NH:11][C:10](=[O:15])[C:9]3[NH:16][CH:17]=[C:18]([C:19]([OH:21])=[O:20])[C:8]=3[C:7]=2[CH:6]=1)(=[O:4])=[O:3].[CH3:22][N:23]([CH3:28])[CH2:24][CH2:25][CH2:26][NH2:27]. No catalyst specified. The product is [CH3:22][N:23]([CH3:28])[CH2:24][CH2:25][CH2:26][NH:27][S:2]([C:5]1[CH:14]=[CH:13][C:12]2[NH:11][C:10](=[O:15])[C:9]3[NH:16][CH:17]=[CH:18][C:8]=3[C:7]=2[CH:6]=1)(=[O:3])=[O:4].[CH2:18]([C:19]([O-:21])=[O:20])[CH3:17]. The yield is 0.100.